From a dataset of hERG potassium channel inhibition data for cardiac toxicity prediction from Karim et al.. Regression/Classification. Given a drug SMILES string, predict its toxicity properties. Task type varies by dataset: regression for continuous values (e.g., LD50, hERG inhibition percentage) or binary classification for toxic/non-toxic outcomes (e.g., AMES mutagenicity, cardiotoxicity, hepatotoxicity). Dataset: herg_karim. (1) The compound is CC(C)c1ccccc1C(=O)N(C1CCCC1)[C@H]1CCNC1. The result is 0 (non-blocker). (2) The compound is COc1ccc2ncc(F)c([C@@H](O)CC[C@@H]3CCN(C4CC(c5ncccc5F)C4)C[C@@H]3C(=O)O)c2c1. The result is 0 (non-blocker). (3) The molecule is COCCCc1cc(CN(C(=O)C2CNCCC2c2cccnc2)C2CC2)cc(OCCOC)c1. The result is 0 (non-blocker). (4) The compound is CC1(C)Cc2c(CN3CCC4(CC3)CCN(C(=O)c3ccc(N)cn3)CC4)cccc2O1. The result is 0 (non-blocker). (5) The drug is C=C1C[C@]23C[C@H]4[C@H]5[C@]67C[C@@H](OC(C)=O)C[C@@]5(C)CN4[C@@H]6[C@@]2(O)[C@@H](OC(C)=O)[C@H]1[C@@H](O)[C@@H]73. The result is 0 (non-blocker). (6) The compound is CNCc1ccc(Cl)cc1Oc1cccc(Cl)c1. The result is 1 (blocker). (7) The drug is O=C(CNC(=O)c1cccc(C(F)(F)F)c1)NC1CN(C2CCC(c3ccccc3)CC2)CC1O. The result is 1 (blocker). (8) The molecule is N#Cc1ccc(N2N=C(c3ccc4[nH]c(=O)oc4c3)C[C@@H]2c2ccc(F)cc2)cc1. The result is 1 (blocker). (9) The molecule is Cc1ccc2c(-c3nnc(SCCN4CCc5cc6nc(C)oc6cc5CC4)n3C)cccc2n1. The result is 0 (non-blocker). (10) The compound is Cc1ccc2oc(N3CCN4CCC3CC4)nc2n1. The result is 0 (non-blocker).